From a dataset of Reaction yield outcomes from USPTO patents with 853,638 reactions. Predict the reaction yield, written as a fraction of the theoretical maximum amount of product (1.0 means a 100% yield; for example, 0.34 means a 34% yield). (1) The reactants are [CH2:1]([N:8]1[C:16]2[C:11](=[CH:12][CH:13]=[C:14]([C:17]3[CH:22]=[CH:21][CH:20]=[C:19]([Cl:23])[CH:18]=3)[CH:15]=2)[C:10]([C:24](=[O:30])[C:25]([O:27]CC)=[O:26])=[CH:9]1)[C:2]1[CH:7]=[CH:6][CH:5]=[CH:4][CH:3]=1.[OH-].[K+]. The catalyst is C1COCC1.O. The product is [CH2:1]([N:8]1[C:16]2[C:11](=[CH:12][CH:13]=[C:14]([C:17]3[CH:22]=[CH:21][CH:20]=[C:19]([Cl:23])[CH:18]=3)[CH:15]=2)[C:10]([C:24](=[O:30])[C:25]([OH:27])=[O:26])=[CH:9]1)[C:2]1[CH:3]=[CH:4][CH:5]=[CH:6][CH:7]=1. The yield is 0.600. (2) The reactants are [Cl:1][C:2]1[CH:8]=[CH:7][C:5]([NH2:6])=[CH:4][CH:3]=1.B(Cl)(Cl)Cl.[C:13]([C:15]1[CH:20]=[CH:19][N:18]=[CH:17][CH:16]=1)#N.[Al+3].[Cl-].[Cl-].[Cl-].Cl.[OH-:26].[Na+]. The catalyst is C(Cl)Cl.O. The product is [NH2:6][C:5]1[CH:7]=[CH:8][C:2]([Cl:1])=[CH:3][C:4]=1[C:13]([C:15]1[CH:20]=[CH:19][N:18]=[CH:17][CH:16]=1)=[O:26]. The yield is 0.750. (3) The reactants are O[CH2:2][C:3]1[CH:4]=[CH:5][C:6]([NH:9][C:10](=[O:29])[C:11]2[CH:16]=[C:15]([O:17][CH2:18][CH2:19][C:20]3[CH:24]=[CH:23][S:22][CH:21]=3)[CH:14]=[C:13]([O:25][CH:26]([CH3:28])[CH3:27])[CH:12]=2)=[N:7][CH:8]=1.C1(P(C2C=CC=CC=2)C2C=CC=CC=2)C=CC=CC=1.C(Br)(Br)(Br)[Br:50]. The catalyst is C1COCC1.C(OCC)C. The product is [Br:50][CH2:2][C:3]1[CH:4]=[CH:5][C:6]([NH:9][C:10](=[O:29])[C:11]2[CH:16]=[C:15]([O:17][CH2:18][CH2:19][C:20]3[CH:24]=[CH:23][S:22][CH:21]=3)[CH:14]=[C:13]([O:25][CH:26]([CH3:28])[CH3:27])[CH:12]=2)=[N:7][CH:8]=1. The yield is 1.01. (4) The catalyst is C1COCC1. The reactants are [NH2:1][CH2:2][CH2:3][CH2:4][N:5]1[CH2:10][CH2:9][C:8]2[C:11]([C:25]([NH2:27])=[O:26])=[C:12]([NH:14][C:15](=[O:24])[NH:16][C:17]3[CH:22]=[CH:21][C:20]([Cl:23])=[CH:19][CH:18]=3)[S:13][C:7]=2[CH2:6]1.C(N(CC)CC)C.[NH:35]1[C:43]2[C:38](=[CH:39][CH:40]=[CH:41][CH:42]=2)[C:37]([CH2:44][CH2:45][C:46](O)=[O:47])=[CH:36]1.CCN=C=NCCCN(C)C.Cl.C1C=CC2N(O)N=NC=2C=1. The product is [Cl:23][C:20]1[CH:21]=[CH:22][C:17]([NH:16][C:15]([NH:14][C:12]2[S:13][C:7]3[CH2:6][N:5]([CH2:4][CH2:3][CH2:2][NH:1][C:46](=[O:47])[CH2:45][CH2:44][C:37]4[C:38]5[C:43](=[CH:42][CH:41]=[CH:40][CH:39]=5)[NH:35][CH:36]=4)[CH2:10][CH2:9][C:8]=3[C:11]=2[C:25]([NH2:27])=[O:26])=[O:24])=[CH:18][CH:19]=1. The yield is 0.370. (5) The reactants are [Cl:1][C:2]1[CH:7]=[CH:6][C:5]([CH2:8]Cl)=[CH:4][N:3]=1.Cl.[NH:11]1[CH2:14][CH2:13][CH2:12]1.C(=O)([O-])[O-].[K+].[K+]. The catalyst is C(#N)C. The product is [Cl:1][C:2]1[N:3]=[CH:4][C:5]([CH2:8][N:11]2[CH2:14][CH2:13][CH2:12]2)=[CH:6][CH:7]=1. The yield is 0.530. (6) The reactants are [F:1][C:2]1[CH:10]=[CH:9][C:5]([C:6]([OH:8])=[O:7])=[CH:4][C:3]=1[N+:11]([O-:13])=[O:12].[C:14](Cl)(=O)C. The yield is 0.750. The catalyst is CO. The product is [F:1][C:2]1[CH:10]=[CH:9][C:5]([C:6]([O:8][CH3:14])=[O:7])=[CH:4][C:3]=1[N+:11]([O-:13])=[O:12]. (7) The reactants are [Cl:1][C:2]1[CH:3]=[C:4]2[C:10]3([CH2:15][CH2:14][N:13](C(OC(C)(C)C)=O)[CH2:12][CH2:11]3)[CH2:9][N:8]([C:23]([C:25]3[CH:30]=[CH:29][N:28]=[C:27]([Cl:31])[CH:26]=3)=[O:24])[C:5]2=[CH:6][CH:7]=1.Cl.C(=O)(O)[O-].[Na+]. The catalyst is O1CCOCC1. The product is [Cl:31][C:27]1[CH:26]=[C:25]([C:23]([N:8]2[C:5]3[C:4](=[CH:3][C:2]([Cl:1])=[CH:7][CH:6]=3)[C:10]3([CH2:11][CH2:12][NH:13][CH2:14][CH2:15]3)[CH2:9]2)=[O:24])[CH:30]=[CH:29][N:28]=1. The yield is 0.910. (8) The reactants are C1(S([N:10]2[C:14]3=[N:15][CH:16]=[C:17]([Cl:19])[CH:18]=[C:13]3[C:12]([CH2:20][C:21]3[CH:22]=[CH:23][C:24]([NH2:27])=[N:25][CH:26]=3)=[CH:11]2)(=O)=O)C=CC=CC=1.[F:28][C:29]([F:41])([F:40])[CH2:30][O:31][C:32]1[N:37]=[CH:36][C:35]([CH:38]=O)=[CH:34][CH:33]=1.C([BH3-])#N.[OH-].[K+].C(=O)([O-])[O-].[K+].[K+]. The catalyst is C(O)C.C(O)(=O)C. The product is [Cl:19][C:17]1[CH:18]=[C:13]2[C:12]([CH2:20][C:21]3[CH:22]=[CH:23][C:24]([NH:27][CH2:38][C:35]4[CH:36]=[N:37][C:32]([O:31][CH2:30][C:29]([F:41])([F:28])[F:40])=[CH:33][CH:34]=4)=[N:25][CH:26]=3)=[CH:11][NH:10][C:14]2=[N:15][CH:16]=1. The yield is 0.0760. (9) The reactants are CI.[CH3:3][O:4][C:5](=[O:16])[C:6]1[C:7](=[CH:9][CH:10]=[C:11]([C:13](=[O:15])[CH3:14])[CH:12]=1)[OH:8].[C:17](=O)([O-])[O-].[Na+].[Na+].Cl. The catalyst is O.CN(C)C=O. The product is [CH3:3][O:4][C:5](=[O:16])[C:6]1[CH:12]=[C:11]([C:13](=[O:15])[CH3:14])[CH:10]=[CH:9][C:7]=1[O:8][CH3:17]. The yield is 0.965. (10) The reactants are C(N(CC)CC)C.[CH3:8][S:9](Cl)(=[O:11])=[O:10].[OH:13][CH2:14][C:15]1([C:18]([O:20][CH2:21][CH3:22])=[O:19])[CH2:17][CH2:16]1. The catalyst is ClCCl.O. The product is [CH3:8][S:9]([O:13][CH2:14][C:15]1([C:18]([O:20][CH2:21][CH3:22])=[O:19])[CH2:17][CH2:16]1)(=[O:11])=[O:10]. The yield is 0.940.